From a dataset of Full USPTO retrosynthesis dataset with 1.9M reactions from patents (1976-2016). Predict the reactants needed to synthesize the given product. Given the product [CH:41]1([CH2:40][O:83][C:81]2[CH:48]=[CH:47][C:46]([CH3:52])=[C:45]([C:44]([N:19]3[CH2:20][CH2:21][CH:16]([N:14]4[C:13](=[O:32])[C:12]([CH3:33])([CH3:35])[C:11]([C:5]5[CH:6]=[CH:7][C:8]([O:9][CH3:10])=[C:3]([O:2][CH3:1])[CH:4]=5)=[N:15]4)[CH2:17][CH2:18]3)=[O:43])[CH:82]=2)[CH2:39][CH2:38]1, predict the reactants needed to synthesize it. The reactants are: [CH3:1][O:2][C:3]1[CH:4]=[C:5]([C:11]2[C:12]([CH2:35]C)([CH2:33]C)[C:13](=[O:32])[N:14]([CH:16]3[CH2:21][CH2:20][N:19](S(C4C=CC=C(C)C=4)(=O)=O)[CH2:18][CH2:17]3)[N:15]=2)[CH:6]=[CH:7][C:8]=1[O:9][CH3:10].Br[CH2:38][CH:39]1[CH2:41][CH2:40]1.C[O:43][C:44]1[CH:45]=[C:46]([C:52]2C(C)(C)C(=O)N(C3CCN(S(C4C=C(OC)C=CC=4OC)(=O)=O)CC3)N=2)[CH:47]=[CH:48]C=1OC.[OH-].[Na+].[CH2:81]([OH:83])[CH3:82].